This data is from Forward reaction prediction with 1.9M reactions from USPTO patents (1976-2016). The task is: Predict the product of the given reaction. (1) Given the reactants [Cl:1][C:2]1[CH:7]=[C:6]([NH2:8])[CH:5]=[CH:4][C:3]=1[NH:9][C:10]([CH3:21])([CH3:20])[CH2:11][C:12]1[CH:17]=[CH:16][C:15]([Cl:18])=[C:14]([F:19])[CH:13]=1.C[Al](C)C.N#N.FC1C=C(C=CC=1)O[CH2:33][C:34]([NH:36]/[C:37](/[CH3:43])=[CH:38]\[C:39](OC)=[O:40])=O, predict the reaction product. The product is: [Cl:1][C:2]1[CH:7]=[C:6]([N:8]2[C:39](=[O:40])[CH:38]=[C:37]([CH3:43])[N:36]=[C:34]2[CH3:33])[CH:5]=[CH:4][C:3]=1[NH:9][C:10]([CH3:21])([CH3:20])[CH2:11][C:12]1[CH:17]=[CH:16][C:15]([Cl:18])=[C:14]([F:19])[CH:13]=1. (2) Given the reactants CS[C:3]([N:7]1[CH2:11][C:10]([CH3:13])([CH3:12])[CH:9]=[N:8]1)=[N:4][CH2:5][CH3:6].[Cl:14][C:15]1[CH:16]=[C:17]([S:23]([NH2:26])(=[O:25])=[O:24])[CH:18]=[CH:19][C:20]=1[O:21][CH3:22], predict the reaction product. The product is: [Cl:14][C:15]1[CH:16]=[C:17]([S:23]([N:26]=[C:3]([N:7]2[CH2:11][C:10]([CH3:12])([CH3:13])[CH:9]=[N:8]2)[NH:4][CH2:5][CH3:6])(=[O:24])=[O:25])[CH:18]=[CH:19][C:20]=1[O:21][CH3:22].